This data is from Forward reaction prediction with 1.9M reactions from USPTO patents (1976-2016). The task is: Predict the product of the given reaction. (1) Given the reactants O.[Sn](Cl)Cl.[CH2:5]([O:8][C:9]1[CH:14]=[C:13]([F:15])[CH:12]=[CH:11][C:10]=1[N+:16]([O-])=O)[CH:6]=[CH2:7].C(N(CC)CC)C, predict the reaction product. The product is: [CH2:5]([O:8][C:9]1[CH:14]=[C:13]([F:15])[CH:12]=[CH:11][C:10]=1[NH2:16])[CH:6]=[CH2:7]. (2) Given the reactants [C:1]1([C:7]2[CH:11]=[C:10]([CH2:12][CH2:13][CH:14]=O)[O:9][N:8]=2)[CH:6]=[CH:5][CH:4]=[CH:3][CH:2]=1.[C:16]1([N:22]2[CH2:27][CH2:26][NH:25][CH2:24][CH2:23]2)[CH:21]=[CH:20][CH:19]=[CH:18][CH:17]=1.[BH-](OC(C)=O)(OC(C)=O)OC(C)=O.[Na+], predict the reaction product. The product is: [C:1]1([C:7]2[CH:11]=[C:10]([CH2:12][CH2:13][CH2:14][N:25]3[CH2:26][CH2:27][N:22]([C:16]4[CH:21]=[CH:20][CH:19]=[CH:18][CH:17]=4)[CH2:23][CH2:24]3)[O:9][N:8]=2)[CH:6]=[CH:5][CH:4]=[CH:3][CH:2]=1.